From a dataset of Experimentally validated miRNA-target interactions with 360,000+ pairs, plus equal number of negative samples. Binary Classification. Given a miRNA mature sequence and a target amino acid sequence, predict their likelihood of interaction. (1) The miRNA is hsa-miR-4430 with sequence AGGCUGGAGUGAGCGGAG. The protein sequence of the target gene is MHSDAAAVNFQLNSHLSTLASIHKIYHTLNKLNLTEDVGQDDHQTGSLRSCSSSDCFSKVMPPRKKRRPASGDDLSAKKSRHDSMYRKYESTRIKTEEEAFSSKRCLEWFYEYAGTEDAVGPEGMEKFCEDIGVEPENVVMLVLAWKLDAQNMGYFTLQEWLKGMTSLQCDTTEKLRTTLDYLRSLLNDTTNFKLIYRYAFDFAREKDQRSLDINTAKCMLGLLLGKIWPLFPVFHQFLEQSKYKVINKDQWCNVLEFSRTISLDLSNYDEDGAWPVLLDEFVEWYKDKQMS. Result: 0 (no interaction). (2) The miRNA is hsa-miR-326 with sequence CCUCUGGGCCCUUCCUCCAG. The protein sequence of the target gene is MGRVQLFEISLSHGRVVYSPGEPLAGTVRVRLGAPLPFRAIRVTCIGSCGVSNKANDTAWVVEEGYFNSSLSLADKGSLPAGEHSFPFQFLLPATAPTSFEGPFGKIVHQVRAAIHTPRFSKDHKCSLVFYILSPLNLNSIPDIEQPNVASATKKFSYKLVKTGSVVLTASTDLRGYVVGQALQLHADVENQSGKDTSPVVASLLQKVSYKAKRWIHDVRTIAEVEGAGVKAWRRAQWHEQILVPALPQSALPGCSLIHIDYYLQVSLKAPEATVTLPVFIGNIAVNHAPVSPRPGLGLP.... Result: 1 (interaction). (3) The miRNA is mmu-miR-17-5p with sequence CAAAGUGCUUACAGUGCAGGUAG. The protein sequence of the target gene is MSVACVLKRKAVLWQDSFSPHLKHHPQEPANPNMPVVLTSGTGSQAQPQPAANQALAAGTHSSPVPGSIGVAGRSQDDAMVDYFFQRQHGEQLGGGGSGGGGYNTSKHRWPTGDNIHAEHQVRSMDELNHDFQALALEGRAMGEQLLPGKKFWETDESSKDGPKGIFLGDQWRDSAWGTSDHSVSQPIMVQRRPGQSFHVNSEVNSVLSPRSESGGLGVSMVEYVLSSSPGDSCLRKGGFGPRDADSDENDKGEKKNKGTFDGDKLGDLKEEGDVMDKTNGLPVQNGIDADVKDFSRTPG.... Result: 1 (interaction). (4) The miRNA is rno-miR-181c-5p with sequence AACAUUCAACCUGUCGGUGAGU. The protein sequence of the target gene is MSVEGLLSEVKHFNAHHLDAALGEQLFYGGKRVFSDVKPGTSSGGDHGCKGGKSELKGAIHNAKHAADKALNKEGGEDVSKLREEHSALAKKVDDLASLVAELQLQLSTLRQGQTSSVAAPAAAPAAAKEEAAGDDDFDLFGSEDEEEDEEKKKVVEERLAAYAAKKATKAGPIAKSSVILDVKPWDDETDLGEMEKLVRSIEMDGLVWGGAKLIPIGYGIKKLQIITVIEDLKVSVDDLIEKITGDFEDHVQSVDIVAFNKI. Result: 0 (no interaction).